Dataset: Catalyst prediction with 721,799 reactions and 888 catalyst types from USPTO. Task: Predict which catalyst facilitates the given reaction. (1) Reactant: Cl[C:2]1[C:7]([C:8]#[N:9])=[CH:6][CH:5]=[C:4]([CH3:10])[N:3]=1.C([O-])([O-])=O.[K+].[K+].[Cl:17][C:18]1[CH:23]=[CH:22][C:21]([SH:24])=[CH:20][CH:19]=1.O. The catalyst class is: 3. Product: [Cl:17][C:18]1[CH:23]=[CH:22][C:21]([S:24][C:2]2[N:3]=[C:4]([CH3:10])[CH:5]=[CH:6][C:7]=2[C:8]#[N:9])=[CH:20][CH:19]=1. (2) Reactant: [H-].[Na+].[CH3:3][O:4][C:5]1[CH:6]=[C:7]2[C:11](=[CH:12][C:13]=1[O:14][CH3:15])[NH:10][C:9](=[O:16])[C:8]2=[O:17].[CH3:18][O:19][C:20]1[CH:25]=[C:24]([O:26][CH3:27])[CH:23]=[CH:22][C:21]=1Br.[Mg].[Cl-].[NH4+]. Product: [CH3:18][O:19][C:20]1[CH:25]=[C:24]([O:26][CH3:27])[CH:23]=[CH:22][C:21]=1[C:8]1([OH:17])[C:7]2[C:11](=[CH:12][C:13]([O:14][CH3:15])=[C:5]([O:4][CH3:3])[CH:6]=2)[NH:10][C:9]1=[O:16]. The catalyst class is: 54.